This data is from Reaction yield outcomes from USPTO patents with 853,638 reactions. The task is: Predict the reaction yield, written as a fraction of the theoretical maximum amount of product (1.0 means a 100% yield; for example, 0.34 means a 34% yield). (1) The reactants are [CH3:1][O:2][C:3]1[CH:4]=[C:5]([CH2:9][C:10]([NH:12][C:13]2[CH:18]=[CH:17][CH:16]=[CH:15][CH:14]=2)=O)[CH:6]=[CH:7][CH:8]=1.[H-].[Al+3].[Li+].[H-].[H-].[H-]. The catalyst is O1CCCC1. The product is [CH3:1][O:2][C:3]1[CH:4]=[C:5]([CH2:9][CH2:10][NH:12][C:13]2[CH:18]=[CH:17][CH:16]=[CH:15][CH:14]=2)[CH:6]=[CH:7][CH:8]=1. The yield is 0.690. (2) The reactants are [Br:1][C:2]1[CH:7]=[CH:6][C:5]([CH:8]([C:19]2[CH:24]=[CH:23][CH:22]=[C:21]([O:25][CH3:26])[CH:20]=2)[CH2:9][N:10]2[CH:14](OCC)[CH2:13][CH2:12][C:11]2=O)=[CH:4][CH:3]=1.[CH2:27](O)[CH3:28]. The catalyst is CCOC(C)=O. The product is [Br:1][C:2]1[CH:3]=[CH:4][C:5]([C@H:8]2[C:19]3[C:24](=[CH:23][CH:22]=[C:21]([O:25][CH2:26][CH2:12][CH2:11][N:10]4[CH2:28][CH2:27][CH2:5][CH2:8][CH2:9]4)[CH:20]=3)[C@H:11]3[CH2:12][CH2:13][CH2:14][N:10]3[CH2:9]2)=[CH:6][CH:7]=1. The yield is 0.780. (3) The reactants are [F:1][C:2]1[C:10]([O:11][C:12]2[C:17]3=[C:18]([CH3:26])[C:19]([O:21][CH2:22][CH:23]4[CH2:25][O:24]4)=[CH:20][N:16]3[N:15]=[CH:14][N:13]=2)=[CH:9][CH:8]=[C:7]2[C:3]=1[CH:4]=[C:5]([CH3:27])[NH:6]2.[CH3:28][N:29]([CH3:34])[S:30]([NH2:33])(=[O:32])=[O:31].[C:35](=O)([O-])[O-].[K+].[K+]. The catalyst is CN(C=O)C.ClCCl. The product is [F:1][C:2]1[C:10]([O:11][C:12]2[C:17]3=[C:18]([CH3:26])[C:19]([O:21][CH2:22][CH:23]([OH:24])[CH2:25][CH2:35][NH:33][S:30]([N:29]([CH3:34])[CH3:28])(=[O:32])=[O:31])=[CH:20][N:16]3[N:15]=[CH:14][N:13]=2)=[CH:9][CH:8]=[C:7]2[C:3]=1[CH:4]=[C:5]([CH3:27])[NH:6]2. The yield is 0.250. (4) The reactants are Cl.[N:2]1[CH:3]=[CH:4][N:5]2[CH:10]=[C:9]([C:11]([OH:13])=[O:12])[CH:8]=[CH:7][C:6]=12.[OH-].[Na+]. The catalyst is O. The product is [N:2]1[CH:3]=[CH:4][N:5]2[CH:10]=[C:9]([C:11]([OH:13])=[O:12])[CH:8]=[CH:7][C:6]=12. The yield is 0.770. (5) The reactants are [Br:1][C:2]1[CH:14]=[C:13]2[C:5]([C:6]3[C:7](=[O:33])[C:8]4[CH:24]=[CH:23][C:22]([O:25][CH2:26][C@@H:27]([OH:32])[C@H:28]([OH:31])[CH2:29][OH:30])=[CH:21][C:9]=4[C:10]([CH3:20])([CH3:19])[C:11]=3[N:12]2[CH2:15][C:16]([OH:18])=[O:17])=[CH:4][CH:3]=1.[CH3:34][Si](C=[N+]=[N-])(C)C. The catalyst is CO. The product is [CH3:34][O:17][C:16](=[O:18])[CH2:15][N:12]1[C:11]2[C:10]([CH3:20])([CH3:19])[C:9]3[CH:21]=[C:22]([O:25][CH2:26][C@@H:27]([OH:32])[C@H:28]([OH:31])[CH2:29][OH:30])[CH:23]=[CH:24][C:8]=3[C:7](=[O:33])[C:6]=2[C:5]2[C:13]1=[CH:14][C:2]([Br:1])=[CH:3][CH:4]=2. The yield is 0.960.